This data is from CYP2C9 inhibition data for predicting drug metabolism from PubChem BioAssay. The task is: Regression/Classification. Given a drug SMILES string, predict its absorption, distribution, metabolism, or excretion properties. Task type varies by dataset: regression for continuous measurements (e.g., permeability, clearance, half-life) or binary classification for categorical outcomes (e.g., BBB penetration, CYP inhibition). Dataset: cyp2c9_veith. (1) The drug is Cc1ccccc1NC(=O)CN1CCC(n2nnc3ccccc32)CC1. The result is 0 (non-inhibitor). (2) The compound is CN(C)CCNC(=O)c1cc(Br)ccc1Cl. The result is 0 (non-inhibitor). (3) The molecule is CCOC(=O)n1c(=O)n(Cc2ccccc2Cl)c2ccccc21. The result is 1 (inhibitor).